This data is from Forward reaction prediction with 1.9M reactions from USPTO patents (1976-2016). The task is: Predict the product of the given reaction. (1) Given the reactants [Br:1][C:2]1[CH:10]=[CH:9][C:5]([C:6]([OH:8])=O)=[CH:4][C:3]=1[F:11].C(Cl)(=O)C(Cl)=O.[F:18][CH:19]([F:27])[C:20]1[CH:25]=[CH:24][N:23]=[C:22]([NH2:26])[CH:21]=1, predict the reaction product. The product is: [Br:1][C:2]1[CH:10]=[CH:9][C:5]([C:6]([NH:26][C:22]2[CH:21]=[C:20]([CH:19]([F:27])[F:18])[CH:25]=[CH:24][N:23]=2)=[O:8])=[CH:4][C:3]=1[F:11]. (2) Given the reactants [CH3:1][O:2][C:3](=[O:64])[NH:4][CH:5]([C:9]([N:11]1[CH2:15][CH2:14][CH2:13][CH:12]1[C:16]1[NH:17][C:18]([C:21]2[CH:30]=[CH:29][C:28]3[C:23](=[CH:24][CH:25]=[C:26]([C:31]4[CH:36]=[CH:35][C:34]([C:37]5[NH:38][C:39]([CH:42]6[CH2:46][CH2:45][CH2:44][N:43]6[C:47](=[O:63])[CH:48]([NH:55][C:56]([O:58][C:59](C)(C)C)=[O:57])[C:49]6[CH:54]=[CH:53][CH:52]=[CH:51][CH:50]=6)=[N:40][CH:41]=5)=[CH:33][CH:32]=4)[CH:27]=3)[CH:22]=2)=[CH:19][N:20]=1)=[O:10])[CH:6]([CH3:8])[CH3:7].[CH3:65]OC(NC(C1C=C(C)C=CC=1)C(O)=O)=O, predict the reaction product. The product is: [CH3:1][O:2][C:3](=[O:64])[NH:4][CH:5]([C:9]([N:11]1[CH2:15][CH2:14][CH2:13][CH:12]1[C:16]1[NH:17][C:18]([C:21]2[CH:30]=[CH:29][C:28]3[C:23](=[CH:24][CH:25]=[C:26]([C:31]4[CH:32]=[CH:33][C:34]([C:37]5[NH:38][C:39]([CH:42]6[CH2:46][CH2:45][CH2:44][N:43]6[C:47](=[O:63])[CH:48]([NH:55][C:56]([O:58][CH3:59])=[O:57])[C:49]6[CH:50]=[C:51]([CH3:65])[CH:52]=[CH:53][CH:54]=6)=[N:40][CH:41]=5)=[CH:35][CH:36]=4)[CH:27]=3)[CH:22]=2)=[CH:19][N:20]=1)=[O:10])[CH:6]([CH3:8])[CH3:7]. (3) Given the reactants C(Cl)(=O)C(Cl)=O.[CH3:7][C:8]([CH3:18])([CH2:11][C:12]1[CH:17]=[CH:16][CH:15]=[CH:14][CH:13]=1)[CH2:9][OH:10].C(N(CC)CC)C, predict the reaction product. The product is: [CH3:7][C:8]([CH3:18])([CH2:11][C:12]1[CH:17]=[CH:16][CH:15]=[CH:14][CH:13]=1)[CH:9]=[O:10]. (4) Given the reactants [F:1][CH:2]([F:17])[CH2:3][CH2:4][NH:5][C:6]1[C:14]([F:15])=[CH:13][C:12]([F:16])=[CH:11][C:7]=1[C:8]([OH:10])=O.[CH3:18][C:19]([NH2:23])([C:21]#[CH:22])[CH3:20].C1C=CC2N(O)N=NC=2C=1.CCN=C=NCCCN(C)C.CCN(C(C)C)C(C)C, predict the reaction product. The product is: [F:17][CH:2]([F:1])[CH2:3][CH2:4][NH:5][C:6]1[C:14]([F:15])=[CH:13][C:12]([F:16])=[CH:11][C:7]=1[C:8]([NH:23][C:19]([CH3:20])([C:21]#[CH:22])[CH3:18])=[O:10]. (5) Given the reactants Br[C:2]1[CH:7]=[CH:6][N:5]=[C:4]([CH3:8])[CH:3]=1.Cl.[NH2:10][CH2:11][C:12]1[CH:17]=[CH:16][C:15](B(O)O)=[CH:14][CH:13]=1.[O-]P([O-])([O-])=O.[K+].[K+].[K+], predict the reaction product. The product is: [CH3:8][C:4]1[CH:3]=[C:2]([C:15]2[CH:16]=[CH:17][C:12]([CH2:11][NH2:10])=[CH:13][CH:14]=2)[CH:7]=[CH:6][N:5]=1. (6) Given the reactants [F:1][C:2]([F:6])([F:5])[CH2:3][OH:4].C1C(=O)N(OC(ON2C(=O)CCC2=O)=O)C(=O)C1.FC(F)(F)[C:27]([O-:29])=O.[C:32]([CH:34]=[C:35]1[CH2:40][CH2:39][NH2+:38][CH2:37][CH2:36]1)#[N:33], predict the reaction product. The product is: [C:32]([CH:34]=[C:35]1[CH2:40][CH2:39][N:38]([C:27]([O:4][CH2:3][C:2]([F:6])([F:5])[F:1])=[O:29])[CH2:37][CH2:36]1)#[N:33]. (7) Given the reactants Br[C:2]1[CH:7]=[CH:6][C:5]([F:8])=[CH:4][CH:3]=1.[Cl:9][C:10]1[CH:17]=[CH:16][C:13]([CH:14]=[O:15])=[C:12]([F:18])[CH:11]=1.FC1C=CC(C(C2C=CC(C(F)(F)F)=CC=2)O)=CC=1, predict the reaction product. The product is: [Cl:9][C:10]1[CH:17]=[CH:16][C:13]([CH:14]([C:2]2[CH:7]=[CH:6][C:5]([F:8])=[CH:4][CH:3]=2)[OH:15])=[C:12]([F:18])[CH:11]=1. (8) Given the reactants [Br:1][C:2]1[CH:9]=[CH:8][C:5]([CH:6]=[O:7])=[CH:4][CH:3]=1.C1(C)C=CC(S([CH2:19][N+:20]#[C-:21])(=O)=O)=CC=1.C(=O)([O-])[O-].[K+].[K+], predict the reaction product. The product is: [Br:1][C:2]1[CH:9]=[CH:8][C:5]([C:6]2[O:7][CH:21]=[N:20][CH:19]=2)=[CH:4][CH:3]=1. (9) Given the reactants BrC1N=C(N[C:11]2[CH:16]=[CH:15][N:14]3[CH:17]=[CH:18][N:19]=[C:13]3[CH:12]=2)C(=O)N(C)C=1.[C:20]([O:23][CH2:24][C:25]1[C:26]([N:34]2[CH2:45][CH2:44][N:43]3[C:36](=[CH:37][C:38]4[CH2:39][C:40]([CH3:47])([CH3:46])[CH2:41][C:42]=43)[C:35]2=[O:48])=[N:27][CH:28]=[CH:29][C:30]=1B(O)O)(=[O:22])[CH3:21].[O-]P([O-])([O-])=O.[K+].[K+].[K+].[C:57](#[N:59])[CH3:58], predict the reaction product. The product is: [C:20]([O:23][CH2:24][C:25]1[C:26]([N:34]2[CH2:45][CH2:44][N:43]3[C:36](=[CH:37][C:38]4[CH2:39][C:40]([CH3:47])([CH3:46])[CH2:41][C:42]=43)[C:35]2=[O:48])=[N:27][CH:28]=[CH:29][C:30]=1[C:57]1[N:59]=[C:36]([NH:43][C:16]2[CH:11]=[CH:12][C:13]3[N:14]([CH:17]=[CH:18][N:19]=3)[CH:15]=2)[C:35](=[O:48])[N:34]([CH3:26])[CH:58]=1)(=[O:22])[CH3:21]. (10) Given the reactants Cl.[NH2:2][CH2:3][CH:4]([CH3:9])[C:5]([O:7][CH3:8])=[O:6].C(Cl)(Cl)Cl.Cl[C:15]1[O:16][C:17]2[CH:23]=[CH:22][CH:21]=[CH:20][C:18]=2[N:19]=1, predict the reaction product. The product is: [CH3:8][O:7][C:5](=[O:6])[CH:4]([CH3:9])[CH2:3][NH:2][C:15]1[O:16][C:17]2[CH:23]=[CH:22][CH:21]=[CH:20][C:18]=2[N:19]=1.